From a dataset of Full USPTO retrosynthesis dataset with 1.9M reactions from patents (1976-2016). Predict the reactants needed to synthesize the given product. (1) The reactants are: C([N:8]1[CH2:13][CH2:12][N:11]([C:14]([O:16][C:17]([CH3:20])([CH3:19])[CH3:18])=[O:15])[CH2:10][C@H:9]1[CH2:21]Br)C1C=CC=CC=1.[CH3:23][C:24]1[CH:25]=[N:26][NH:27][CH:28]=1.[H-].[Na+].C(=O)([O-])O.[Na+]. Given the product [CH3:23][C:24]1[CH:25]=[N:26][N:27]([CH2:21][C@H:9]2[NH:8][CH2:13][CH2:12][N:11]([C:14]([O:16][C:17]([CH3:18])([CH3:19])[CH3:20])=[O:15])[CH2:10]2)[CH:28]=1, predict the reactants needed to synthesize it. (2) Given the product [CH2:1]([S:3]([C:6]1[CH:7]=[CH:8][C:9]([CH2:10][NH:11][C:12]([C:14]2[CH:15]=[C:16]3[CH2:22][NH:21][CH:20]([CH:23]4[CH2:24][CH2:29][O:28][CH2:25]4)[C:17]3=[N:18][CH:19]=2)=[O:13])=[CH:26][CH:27]=1)(=[O:5])=[O:4])[CH3:2], predict the reactants needed to synthesize it. The reactants are: [CH2:1]([S:3]([C:6]1[CH:27]=[CH:26][C:9]([CH2:10][NH:11][C:12]([C:14]2[CH:15]=[C:16]3[CH2:22][NH:21][C@@H:20]([CH:23]([CH3:25])[CH3:24])[C:17]3=[N:18][CH:19]=2)=[O:13])=[CH:8][CH:7]=1)(=[O:5])=[O:4])[CH3:2].[O:28]1CCC(C2C3=NC=CC=C3CN2C([O-])=O)[CH2:29]1. (3) Given the product [F:1][C:2]1[CH:3]=[C:4]([CH:27]=[CH:28][C:29]=1[O:30][CH2:31][CH2:32][N:33]1[CH2:38][CH2:37][CH2:36][CH2:35][CH2:34]1)[CH2:5][N:6]([CH2:42][CH2:41][O:40][CH3:39])[C:7]1[CH:12]=[C:11]([O:13][CH3:14])[CH:10]=[CH:9][C:8]=1[CH:15]1[CH2:24][CH2:23][C:22]2[C:17](=[CH:18][CH:19]=[C:20]([O:25][CH3:26])[CH:21]=2)[CH2:16]1, predict the reactants needed to synthesize it. The reactants are: [F:1][C:2]1[CH:3]=[C:4]([CH:27]=[CH:28][C:29]=1[O:30][CH2:31][CH2:32][N:33]1[CH2:38][CH2:37][CH2:36][CH2:35][CH2:34]1)[CH2:5][NH:6][C:7]1[CH:12]=[C:11]([O:13][CH3:14])[CH:10]=[CH:9][C:8]=1[CH:15]1[CH2:24][CH2:23][C:22]2[C:17](=[CH:18][CH:19]=[C:20]([O:25][CH3:26])[CH:21]=2)[CH2:16]1.[CH3:39][O:40][CH2:41][C:42](Cl)=O. (4) The reactants are: C[O:2][CH:3](OC)[CH2:4][S:5][C:6]1[CH:11]=[CH:10][C:9]([O:12][CH3:13])=[CH:8][CH:7]=1. Given the product [CH3:13][O:12][C:9]1[CH:10]=[CH:11][C:6]([S:5][CH2:4][CH:3]=[O:2])=[CH:7][CH:8]=1, predict the reactants needed to synthesize it. (5) Given the product [Br:1][C:2]1[CH:7]=[CH:6][N:5]=[CH:4][C:3]=1[CH:8]([OH:9])[CH2:18][CH2:17][CH2:16][C:10]1[CH:15]=[CH:14][CH:13]=[CH:12][CH:11]=1, predict the reactants needed to synthesize it. The reactants are: [Br:1][C:2]1[CH:7]=[CH:6][N:5]=[CH:4][C:3]=1[CH:8]=[O:9].[C:10]1([CH2:16][CH2:17][CH2:18][Mg]Br)[CH:15]=[CH:14][CH:13]=[CH:12][CH:11]=1. (6) The reactants are: [Br:1][C:2]1[CH:14]=[CH:13][C:12]2[C:11]3[C:6](=[CH:7][C:8]([Br:15])=[CH:9][CH:10]=3)[CH2:5][C:4]=2[CH:3]=1.Br[CH2:17][CH2:18][CH2:19][CH2:20][CH2:21][CH2:22][CH2:23][CH3:24].CS(C)=O.[OH-].[Na+]. Given the product [Br:1][C:2]1[CH:14]=[CH:13][C:12]2[C:11]3[C:6](=[CH:7][C:8]([Br:15])=[CH:9][CH:10]=3)[C:5]([CH2:13][CH2:14][CH2:2][CH2:3][CH2:4][CH2:12][CH2:11][CH3:10])([CH2:17][CH2:18][CH2:19][CH2:20][CH2:21][CH2:22][CH2:23][CH3:24])[C:4]=2[CH:3]=1, predict the reactants needed to synthesize it. (7) Given the product [OH:25][NH:24][C:20]([C:18]1[CH:17]=[N:16][C:14]2[CH2:15][N:9]([C:7]([CH:4]3[CH2:3][CH2:2][O:1][CH2:6][CH2:5]3)=[O:8])[CH2:10][CH2:11][O:12][C:13]=2[N:19]=1)=[O:22], predict the reactants needed to synthesize it. The reactants are: [O:1]1[CH2:6][CH2:5][CH:4]([C:7]([N:9]2[CH2:15][C:14]3[N:16]=[CH:17][C:18]([C:20]([O:22]C)=O)=[N:19][C:13]=3[O:12][CH2:11][CH2:10]2)=[O:8])[CH2:3][CH2:2]1.[NH2:24][OH:25].[OH-].[Na+].Cl.